From a dataset of Peptide-MHC class I binding affinity with 185,985 pairs from IEDB/IMGT. Regression. Given a peptide amino acid sequence and an MHC pseudo amino acid sequence, predict their binding affinity value. This is MHC class I binding data. (1) The peptide sequence is PIPYSRVNHA. The MHC is HLA-A02:06 with pseudo-sequence HLA-A02:06. The binding affinity (normalized) is 0.327. (2) The peptide sequence is YRMVDLPVI. The MHC is H-2-Db with pseudo-sequence H-2-Db. The binding affinity (normalized) is 0.228. (3) The peptide sequence is VEITPYKPTW. The MHC is HLA-B45:01 with pseudo-sequence HLA-B45:01. The binding affinity (normalized) is 0.395.